Regression. Given two drug SMILES strings and cell line genomic features, predict the synergy score measuring deviation from expected non-interaction effect. From a dataset of NCI-60 drug combinations with 297,098 pairs across 59 cell lines. Cell line: A549. Synergy scores: CSS=2.76, Synergy_ZIP=-10.0, Synergy_Bliss=-18.2, Synergy_Loewe=-43.6, Synergy_HSA=-19.4. Drug 1: CN(C(=O)NC(C=O)C(C(C(CO)O)O)O)N=O. Drug 2: C1CCC(C(C1)N)N.C(=O)(C(=O)[O-])[O-].[Pt+4].